This data is from Forward reaction prediction with 1.9M reactions from USPTO patents (1976-2016). The task is: Predict the product of the given reaction. Given the reactants [CH2:1]([N:3]1[CH2:8][N:7]([CH3:9])[CH2:6][N:5]([C:10]2[S:11][C:12]3[C:18]([CH2:19]I)=[CH:17][C:16]([C:21]4[CH:22]=[N:23][C:24]([N:27]5[CH2:32][CH2:31][C:30]([CH3:38])([C:33]([O:35][CH2:36][CH3:37])=[O:34])[CH2:29][CH2:28]5)=[N:25][CH:26]=4)=[CH:15][C:13]=3[N:14]=2)[C:4]1=[O:39])[CH3:2].[CH3:40][O:41][CH2:42][CH2:43][OH:44].[H-].[Na+], predict the reaction product. The product is: [CH2:1]([N:3]1[CH2:8][N:7]([CH3:9])[CH2:6][N:5]([C:10]2[S:11][C:12]3[C:18]([CH2:19][O:44][CH2:43][CH2:42][O:41][CH3:40])=[CH:17][C:16]([C:21]4[CH:22]=[N:23][C:24]([N:27]5[CH2:32][CH2:31][C:30]([CH3:38])([C:33]([O:35][CH2:36][CH3:37])=[O:34])[CH2:29][CH2:28]5)=[N:25][CH:26]=4)=[CH:15][C:13]=3[N:14]=2)[C:4]1=[O:39])[CH3:2].